This data is from Catalyst prediction with 721,799 reactions and 888 catalyst types from USPTO. The task is: Predict which catalyst facilitates the given reaction. (1) Reactant: [C:1]([O:5][C:6]([NH:8][C@@H:9]([C:13]([O:15]C)=[O:14])[CH2:10][O:11][CH3:12])=[O:7])([CH3:4])([CH3:3])[CH3:2].O.O.[OH-].[Li+]. Product: [C:1]([O:5][C:6]([NH:8][C@@H:9]([C:13]([OH:15])=[O:14])[CH2:10][O:11][CH3:12])=[O:7])([CH3:4])([CH3:2])[CH3:3]. The catalyst class is: 7. (2) Reactant: Br[C:2]1[C:7]([F:8])=[CH:6][CH:5]=[CH:4][N:3]=1.[Li]CCCC.FC1(F)CCC([C:21](N(OC)C)=[O:22])CC1. Product: [F:8][C:7]1[C:2]([CH:21]=[O:22])=[N:3][CH:4]=[CH:5][CH:6]=1. The catalyst class is: 1. (3) The catalyst class is: 27. Reactant: C([Mg:3][Br:4])C.[Br:5][C:6]1[CH:7]=[C:8]2[C:12](=[CH:13][CH:14]=1)[NH:11][CH:10]=[CH:9]2. Product: [Br-:4].[Mg+2:3].[NH:11]1[C:12]2[C:8](=[CH:7][CH:6]=[CH:14][CH:13]=2)[CH:9]=[CH:10]1.[Br-:5]. (4) Product: [C:1]([O:5][C:6]([NH:8][C:9]1[O:17][C:16]2[C:11](=[N:12][CH:13]=[C:14]([CH2:18][N:19]3[CH2:23][CH2:22][CH:21]([O:24][CH3:25])[CH2:20]3)[CH:15]=2)[C:10]=1[C:26]([OH:28])=[O:27])=[O:7])([CH3:4])([CH3:2])[CH3:3]. The catalyst class is: 5. Reactant: [C:1]([O:5][C:6]([N:8](C(OC(C)(C)C)=O)[C:9]1[O:17][C:16]2[C:11](=[N:12][CH:13]=[C:14]([CH2:18][N:19]3[CH2:23][CH2:22][CH:21]([O:24][CH3:25])[CH2:20]3)[CH:15]=2)[C:10]=1[C:26]([O:28]C)=[O:27])=[O:7])([CH3:4])([CH3:3])[CH3:2].O[Li].O.O.C1COCC1. (5) Reactant: CS(O)(=O)=O.CS(O)(=O)=O.[NH2:11][C:12]1[C:19](=[O:20])[N:15]2[CH2:16][CH2:17][CH2:18][N:14]2[C:13]=1[NH2:21].[NH2:22][C:23]1[CH:24]=[C:25]([OH:31])[CH:26]=[CH:27][C:28]=1[O:29][CH3:30].N.OO. Product: [NH2:21][C:13]1[N:14]2[CH2:18][CH2:17][CH2:16][N:15]2[C:19](=[O:20])[C:12]=1/[N:11]=[C:26]1/[C:25]([OH:31])=[CH:24][C:23](=[NH:22])[C:28]([O:29][CH3:30])=[CH:27]/1. The catalyst class is: 97. (6) Reactant: ClC(Cl)(Cl)COC(=O)[N:6]([C:15]1[C:23]2[S:22][C:21]([NH:24][C:25](=[O:32])[C:26]3[CH:31]=[CH:30][CH:29]=[CH:28][CH:27]=3)=[N:20][C:19]=2[C:18]([O:33][CH3:34])=[CH:17][CH:16]=1)[CH2:7][C:8]1[CH:13]=[CH:12][C:11]([CH3:14])=[CH:10][CH:9]=1. Product: [CH3:34][O:33][C:18]1[C:19]2[N:20]=[C:21]([NH:24][C:25](=[O:32])[C:26]3[CH:31]=[CH:30][CH:29]=[CH:28][CH:27]=3)[S:22][C:23]=2[C:15]([NH:6][CH2:7][C:8]2[CH:9]=[CH:10][C:11]([CH3:14])=[CH:12][CH:13]=2)=[CH:16][CH:17]=1. The catalyst class is: 183. (7) The catalyst class is: 11. Reactant: [CH2:1]([C:13]1C=C[C:16]([OH:19])=[CH:15][CH:14]=1)CCCCCCCCCCC.[NH2:20][CH2:21][CH2:22][CH2:23][Si](OCC)(OCC)OCC.C=O. Product: [O:19]1[C:16]2[CH:15]=[CH:14][CH:13]=[CH:1][C:23]=2[CH:22]=[CH:21][NH:20]1.